Dataset: Forward reaction prediction with 1.9M reactions from USPTO patents (1976-2016). Task: Predict the product of the given reaction. (1) Given the reactants [NH:1]1[C:9]2[C:4](=[CH:5][CH:6]=[CH:7][CH:8]=2)[CH:3]=[CH:2]1.[OH-].[K+].[I:12]I.[H-].[Na+].Br[CH2:17][CH2:18][CH2:19][CH3:20].CN([CH:24]=[O:25])C, predict the reaction product. The product is: [CH2:17]([N:1]1[C:9]2[C:4](=[CH:5][CH:6]=[CH:7][C:8]=2[O:25][CH3:24])[C:3]([I:12])=[CH:2]1)[CH2:18][CH2:19][CH3:20]. (2) Given the reactants ClC1C=C(C=CC=1)C(OO)=O.[Cl:12][CH2:13][C:14]1[N:15]([CH2:27][CH2:28][CH2:29][NH:30][C:31](=[O:37])[O:32][C:33]([CH3:36])([CH3:35])[CH3:34])[C:16]2[C:25]3[CH:24]=[CH:23][CH:22]=[CH:21][C:20]=3[N:19]=[CH:18][C:17]=2[N:26]=1.[OH-].[NH4+:39].C1(C)C=CC(S(Cl)(=O)=O)=CC=1, predict the reaction product. The product is: [NH2:39][C:18]1[C:17]2[N:26]=[C:14]([CH2:13][Cl:12])[N:15]([CH2:27][CH2:28][CH2:29][NH:30][C:31](=[O:37])[O:32][C:33]([CH3:34])([CH3:36])[CH3:35])[C:16]=2[C:25]2[CH:24]=[CH:23][CH:22]=[CH:21][C:20]=2[N:19]=1. (3) Given the reactants [H-].[Al+3].[Li+].[H-].[H-].[H-].[CH2:7]([S:14][C:15]1([CH2:28][N+:29]([O-])=O)[CH2:20][CH2:19][N:18]([C:21]([O:23][C:24]([CH3:27])([CH3:26])[CH3:25])=[O:22])[CH2:17][CH2:16]1)[C:8]1[CH:13]=[CH:12][CH:11]=[CH:10][CH:9]=1.O, predict the reaction product. The product is: [NH2:29][CH2:28][C:15]1([S:14][CH2:7][C:8]2[CH:9]=[CH:10][CH:11]=[CH:12][CH:13]=2)[CH2:16][CH2:17][N:18]([C:21]([O:23][C:24]([CH3:27])([CH3:26])[CH3:25])=[O:22])[CH2:19][CH2:20]1. (4) The product is: [CH2:1]([N:8]1[CH2:13][CH2:12][N:11]([CH2:40][C:39]2[CH:38]=[CH:37][C:36]([C:34](=[O:35])/[CH:33]=[CH:32]/[C:29]3[CH:30]=[CH:31][C:26](/[CH:25]=[CH:24]/[C:22]([NH:21][OH:20])=[O:23])=[CH:27][CH:28]=3)=[CH:47][CH:46]=2)[CH2:10][CH2:9]1)[C:2]1[CH:3]=[CH:4][CH:5]=[CH:6][CH:7]=1. Given the reactants [CH2:1]([N:8]1[CH2:13][CH2:12][NH:11][CH2:10][CH2:9]1)[C:2]1[CH:7]=[CH:6][CH:5]=[CH:4][CH:3]=1.O1CCCCC1[O:20][NH:21][C:22](/[CH:24]=[CH:25]/[C:26]1[CH:31]=[CH:30][C:29](/[CH:32]=[CH:33]/[C:34]([C:36]2[CH:47]=[CH:46][C:39]([CH2:40]OS(C)(=O)=O)=[CH:38][CH:37]=2)=[O:35])=[CH:28][CH:27]=1)=[O:23], predict the reaction product. (5) Given the reactants [F:1][C:2]([F:15])([F:14])[CH2:3][O:4][C:5]1[N:10]=[CH:9][C:8]([C:11]([OH:13])=O)=[CH:7][CH:6]=1.CN(C(ON1N=NC2C=CC=NC1=2)=[N+](C)C)C.F[P-](F)(F)(F)(F)F.CCN(C(C)C)C(C)C.O[NH:50][C:51]([C:53]1[C:54]2[CH:55]=[CH:56][N:57]=[CH:58][C:59]=2[CH:60]=[CH:61][CH:62]=1)=[NH:52], predict the reaction product. The product is: [F:14][C:2]([F:1])([F:15])[CH2:3][O:4][C:5]1[N:10]=[CH:9][C:8]([C:11]2[O:13][N:52]=[C:51]([C:53]3[CH:62]=[CH:61][CH:60]=[C:59]4[C:54]=3[CH:55]=[CH:56][N:57]=[CH:58]4)[N:50]=2)=[CH:7][CH:6]=1.